From a dataset of Full USPTO retrosynthesis dataset with 1.9M reactions from patents (1976-2016). Predict the reactants needed to synthesize the given product. Given the product [CH3:1][O:2][C:3]([C:5]1[CH:6]=[C:7]([CH:26]=[CH:27][CH:28]=1)[CH2:8][N:9]1[C:17]2[C:12](=[CH:13][C:14]([C:18]([OH:20])=[O:19])=[CH:15][CH:16]=2)[C:11]([CH3:24])=[C:10]1[CH3:25])=[O:4], predict the reactants needed to synthesize it. The reactants are: [CH3:1][O:2][C:3]([C:5]1[CH:6]=[C:7]([CH:26]=[CH:27][CH:28]=1)[CH2:8][N:9]1[C:17]2[C:12](=[CH:13][C:14]([C:18]([O:20]CC=C)=[O:19])=[CH:15][CH:16]=2)[C:11]([CH3:24])=[C:10]1[CH3:25])=[O:4].N1CCOCC1.